Dataset: Forward reaction prediction with 1.9M reactions from USPTO patents (1976-2016). Task: Predict the product of the given reaction. (1) Given the reactants [C:1]([C:5]1[C:6]([O:35][CH3:36])=[C:7]([CH:24]=[C:25]([N:27]2[CH:32]=[CH:31][C:30](=[O:33])[NH:29][C:28]2=[O:34])[CH:26]=1)/[CH:8]=[CH:9]/[C:10]1[CH:18]=[CH:17][C:16]([NH:19][S:20]([CH3:23])(=[O:22])=[O:21])=[CH:15][C:11]=1[C:12](O)=[O:13])([CH3:4])([CH3:3])[CH3:2].S(Cl)([Cl:39])=O, predict the reaction product. The product is: [C:1]([C:5]1[C:6]([O:35][CH3:36])=[C:7]([CH:24]=[C:25]([N:27]2[CH:32]=[CH:31][C:30](=[O:33])[NH:29][C:28]2=[O:34])[CH:26]=1)/[CH:8]=[CH:9]/[C:10]1[CH:18]=[CH:17][C:16]([NH:19][S:20]([CH3:23])(=[O:22])=[O:21])=[CH:15][C:11]=1[C:12]([Cl:39])=[O:13])([CH3:4])([CH3:3])[CH3:2]. (2) The product is: [Br:1][C:2]1[C:3]([O:8][CH2:18][O:17][CH2:15][CH3:16])=[N:4][CH:5]=[CH:6][CH:7]=1. Given the reactants [Br:1][C:2]1[C:3]([OH:8])=[N:4][CH:5]=[CH:6][CH:7]=1.C(=O)([O-])[O-].[K+].[K+].[CH2:15]([O:17][CH2:18]Cl)[CH3:16], predict the reaction product. (3) Given the reactants [CH:1]([CH:3]1[CH2:8][CH2:7][N:6]([C:9]([O:11][C:12]([CH3:15])([CH3:14])[CH3:13])=[O:10])[CH2:5][CH2:4]1)=O.CC(O)=O.[NH:20]1[CH2:25][CH2:24][CH2:23][CH2:22][CH2:21]1.C(O[BH-](OC(=O)C)OC(=O)C)(=O)C.[Na+], predict the reaction product. The product is: [N:20]1([CH2:1][CH:3]2[CH2:8][CH2:7][N:6]([C:9]([O:11][C:12]([CH3:15])([CH3:14])[CH3:13])=[O:10])[CH2:5][CH2:4]2)[CH2:25][CH2:24][CH2:23][CH2:22][CH2:21]1. (4) The product is: [C:44]([O:47][CH2:48][O:34][C:33]1[C:28]([C:27](=[O:37])[NH:26][C@H:12]2[CH2:11][O:10][CH2:9][C@H:8]([CH2:1][C:2]3[CH:3]=[CH:4][CH:5]=[CH:6][CH:7]=3)[C@@H:16]([CH2:17][C:18]3[CH:19]=[CH:20][CH:21]=[CH:22][CH:23]=3)[C@H:15]([CH3:24])[O:14][C:13]2=[O:25])=[N:29][CH:30]=[CH:31][C:32]=1[O:35][CH3:36])(=[O:46])[CH3:45]. Given the reactants [CH2:1]([C@@H:8]1[C@@H:16]([CH2:17][C:18]2[CH:23]=[CH:22][CH:21]=[CH:20][CH:19]=2)[C@H:15]([CH3:24])[O:14][C:13](=[O:25])[C@@H:12]([NH:26][C:27](=[O:37])[C:28]2[C:33]([OH:34])=[C:32]([O:35][CH3:36])[CH:31]=[CH:30][N:29]=2)[CH2:11][O:10][CH2:9]1)[C:2]1[CH:7]=[CH:6][CH:5]=[CH:4][CH:3]=1.C(=O)([O-])[O-].[K+].[K+].[C:44]([O:47][CH2:48]Br)(=[O:46])[CH3:45], predict the reaction product.